The task is: Regression. Given a target protein amino acid sequence and a drug SMILES string, predict the binding affinity score between them. We predict pKi (pKi = -log10(Ki in M); higher means stronger inhibition). Dataset: bindingdb_ki.. This data is from Drug-target binding data from BindingDB using Ki measurements. The drug is CCOC(=O)C[C@H](O)[C@H](CC(C)C)NC(=O)[C@@H](NC(=O)[C@@H](NC(=O)CC(C)C)C(C)C)C(C)C. The target protein (P06026) has sequence MKFTLISSCIAIAALAVAVDAAPGEKKISIPLAKNPNYKPSAKNAIQKAIAKYNKHKINTSTGGIVPDAGVGTVPMTDYGNDVEYYGQVTIGTPGKKFNLDFDTGSSDLWIASTLCTNCGSRQTKYDPKQSSTYQADGRTWSISYGDGSSASGILAKDNVNLGGLLIKGQTIELAKREAASFANGPNDGLLGLGFDTITTVRGVKTPMDNLISQGLISRPIFGVYLGKASNGGGGEYIFGGYDSTKFKGSLTTVPIDNSRGWWGITVDRATVGTSTVASSFDGILDTGTTLLILPNNVAASVARAYGASDNGDGTYTISCDTSRFKPLVFSINGASFQVSPDSLVFEEYQGQCIAGFGYGNFDFAIIGDTFLKNNYVVFNQGVPEVQIAPVAQ. The pKi is 7.4.